From a dataset of Forward reaction prediction with 1.9M reactions from USPTO patents (1976-2016). Predict the product of the given reaction. (1) The product is: [CH2:19]([C:13]1([NH2:18])[CH2:14][CH2:15][CH2:16][CH:9]([O:8][Si:1]([C:4]([CH3:7])([CH3:6])[CH3:5])([CH3:3])[CH3:2])[CH2:10][CH2:11][CH2:12]1)[CH:20]=[CH2:21]. Given the reactants [Si:1]([O:8][CH:9]1[CH2:16][CH2:15][CH2:14][C:13](=O)[CH2:12][CH2:11][CH2:10]1)([C:4]([CH3:7])([CH3:6])[CH3:5])([CH3:3])[CH3:2].[NH3:18].[CH2:19](B1OC(C)(C)C(C)(C)O1)[CH:20]=[CH2:21], predict the reaction product. (2) Given the reactants OC1C=CC(C2C3C=CC(O)=CC=3ON=2)=C(C)C=1.C([Li])CCC.[F:24][C:25]1[CH:30]=[C:29]([O:31][CH3:32])[CH:28]=[CH:27][C:26]=1[C:33]([C:35]1[CH:40]=[CH:39][C:38]([O:41][CH3:42])=[CH:37][C:36]=1[CH3:43])=[O:34].BrC1C=CC(OC)=CC=1C.FC1C=C(OC)C=CC=1C=O, predict the reaction product. The product is: [F:24][C:25]1[CH:30]=[C:29]([O:31][CH3:32])[CH:28]=[CH:27][C:26]=1[CH:33]([C:35]1[CH:40]=[CH:39][C:38]([O:41][CH3:42])=[CH:37][C:36]=1[CH3:43])[OH:34]. (3) Given the reactants [N:1]1[C:6]2[NH:7][CH:8]=[CH:9][C:5]=2[C:4](=[O:10])[NH:3][CH:2]=1.[H-].[Na+], predict the reaction product. The product is: [CH3:4][C:5]([CH3:6])=[CH:9][CH2:8][N:3]1[C:4](=[O:10])[C:5]2[CH:9]=[CH:8][NH:7][C:6]=2[N:1]=[CH:2]1. (4) Given the reactants Cl[C:2]1[C:11]2[C:6](=[CH:7][CH:8]=[CH:9][CH:10]=2)[N:5]=[C:4]([N:12]2[CH2:17][CH2:16][N:15]([C:18]([NH:20][C:21]3[CH:26]=[CH:25][CH:24]=[C:23]([F:27])[CH:22]=3)=[O:19])[CH2:14][CH:13]2[CH:28]([CH3:30])[CH3:29])[N:3]=1.[C-]#N.[Na+].[CH3:34][CH2:35][OH:36], predict the reaction product. The product is: [CH2:35]([O:36][C:2]1[C:11]2[C:6](=[CH:7][CH:8]=[CH:9][CH:10]=2)[N:5]=[C:4]([N:12]2[CH2:17][CH2:16][N:15]([C:18]([NH:20][C:21]3[CH:26]=[CH:25][CH:24]=[C:23]([F:27])[CH:22]=3)=[O:19])[CH2:14][CH:13]2[CH:28]([CH3:30])[CH3:29])[N:3]=1)[CH3:34].